Task: Predict the reactants needed to synthesize the given product.. Dataset: Full USPTO retrosynthesis dataset with 1.9M reactions from patents (1976-2016) (1) Given the product [N:1]1([C:6]2[CH:7]=[CH:8][C:9]([CH2:10][NH:11][C:12]([C:14]3[CH:19]=[CH:18][N:17]=[C:16]([C:20]4[CH:25]=[C:24]([N:26]5[CH2:31][CH2:30][CH2:29][CH2:28][CH2:27]5)[CH:23]=[CH:22][C:21]=4[NH:32][C:33]([C:35]4[CH:36]=[C:37]([CH:49]=[CH:50][CH:51]=4)[CH2:38][S:39][CH2:40][CH2:41][C:42]([OH:44])=[O:43])=[O:34])[CH:15]=3)=[O:13])=[CH:52][CH:53]=2)[CH:5]=[CH:4][CH:3]=[N:2]1, predict the reactants needed to synthesize it. The reactants are: [N:1]1([C:6]2[CH:53]=[CH:52][C:9]([CH2:10][NH:11][C:12]([C:14]3[CH:19]=[CH:18][N:17]=[C:16]([C:20]4[CH:25]=[C:24]([N:26]5[CH2:31][CH2:30][CH2:29][CH2:28][CH2:27]5)[CH:23]=[CH:22][C:21]=4[NH:32][C:33]([C:35]4[CH:36]=[C:37]([CH:49]=[CH:50][CH:51]=4)[CH2:38][S:39][CH2:40][CH2:41][C:42]([O:44]C(C)(C)C)=[O:43])=[O:34])[CH:15]=3)=[O:13])=[CH:8][CH:7]=2)[CH:5]=[CH:4][CH:3]=[N:2]1.FC(F)(F)C(O)=O.C(=O)(O)[O-].[Na+]. (2) Given the product [F:20][C:21]1[CH:22]=[C:23]([NH:24][C:16](=[O:18])[CH2:15][C:3]2[N:2]([CH3:1])[C:7](=[O:8])[CH:6]=[C:5]([N:9]3[CH2:10][CH2:11][O:12][CH2:13][CH2:14]3)[N:4]=2)[CH:25]=[CH:26][C:27]=1[F:28], predict the reactants needed to synthesize it. The reactants are: [CH3:1][N:2]1[C:7](=[O:8])[CH:6]=[C:5]([N:9]2[CH2:14][CH2:13][O:12][CH2:11][CH2:10]2)[N:4]=[C:3]1[CH2:15][C:16]([O-:18])=O.[Na+].[F:20][C:21]1[CH:22]=[C:23]([CH:25]=[CH:26][C:27]=1[F:28])[NH2:24].Cl.CN(C)CCCN=C=NCC.